The task is: Predict which catalyst facilitates the given reaction.. This data is from Catalyst prediction with 721,799 reactions and 888 catalyst types from USPTO. (1) Reactant: [CH3:1][C:2]1[CH:7]=[CH:6][C:5]([C:8]#[C:9][C:10]([C:12]2[N:17]=[C:16]([C:18]([O:20][CH3:21])=[O:19])[CH:15]=[CH:14][CH:13]=2)=[O:11])=[CH:4][CH:3]=1.O1CCOCC1.CC1C=C(C)C=C(C)C=1S([O-])(=O)=O.[NH2:41][N+:42]1[CH:47]=[CH:46][CH:45]=[C:44]([O:48][CH3:49])[CH:43]=1.C(=O)([O-])[O-].[K+].[K+]. Product: [CH3:49][O:48][C:44]1[CH:45]=[CH:46][C:47]2[N:42]([N:41]=[C:8]([C:5]3[CH:4]=[CH:3][C:2]([CH3:1])=[CH:7][CH:6]=3)[C:9]=2[C:10]([C:12]2[N:17]=[C:16]([C:18]([O:20][CH3:21])=[O:19])[CH:15]=[CH:14][CH:13]=2)=[O:11])[CH:43]=1. The catalyst class is: 84. (2) Reactant: COC1C=C2C(C(OC[C:15]3[N:19]4[CH:20]=[C:21](C#N)[CH:22]=[CH:23][C:18]4=[N:17][N:16]=3)=CC=N2)=CC=1.[C:26](=[O:29])([O-])[O-:27].[Na+].[Na+]. Product: [N:17]1[N:16]=[CH:15][N:19]2[CH:20]=[C:21]([C:26]([OH:27])=[O:29])[CH:22]=[CH:23][C:18]=12. The catalyst class is: 445. (3) Reactant: [CH3:1][C:2]1[O:6][C:5]([CH:7]([NH2:13])[C:8]2([CH3:12])[CH2:11][O:10][CH2:9]2)=[CH:4][CH:3]=1.[N:14]1[C:18]2[CH:19]=[CH:20][CH:21]=[C:22]([NH:23][C:24]3[C:25](=O)[C:26](=[O:30])[C:27]=3[O:28]C)[C:17]=2[NH:16][N:15]=1. Product: [N:14]1[C:18]2[CH:19]=[CH:20][CH:21]=[C:22]([NH:23][C:24]3[C:27](=[O:28])[C:26](=[O:30])[C:25]=3[NH:13][CH:7]([C:5]3[O:6][C:2]([CH3:1])=[CH:3][CH:4]=3)[C:8]3([CH3:12])[CH2:9][O:10][CH2:11]3)[C:17]=2[NH:16][N:15]=1. The catalyst class is: 5. (4) Reactant: [OH:1][C:2]1[CH:3]=[C:4]([CH:7]=[CH:8][CH:9]=1)[CH2:5][NH2:6].C(N(CC)CC)C.[O:17](C(OC(C)(C)C)=O)[C:18]([O:20][C:21]([CH3:24])([CH3:23])[CH3:22])=O. Product: [C:21]([O:20][C:18](=[O:17])[NH:6][CH2:5][C:4]1[CH:7]=[CH:8][CH:9]=[C:2]([OH:1])[CH:3]=1)([CH3:24])([CH3:23])[CH3:22]. The catalyst class is: 3. (5) Reactant: [N:1]1[N:2]=[C:3]([CH2:13][C@H:14]([NH:25]C(=O)C)[CH2:15][C:16]2[CH:21]=[C:20]([F:22])[C:19]([F:23])=[CH:18][C:17]=2[F:24])[N:4]2[CH:9]=[CH:8][C:7]3=[N:10][CH:11]=[N:12][N:6]3[C:5]=12. Product: [N:1]1[N:2]=[C:3]([CH2:13][C@H:14]([NH2:25])[CH2:15][C:16]2[CH:21]=[C:20]([F:22])[C:19]([F:23])=[CH:18][C:17]=2[F:24])[N:4]2[CH:9]=[CH:8][C:7]3=[N:10][CH:11]=[N:12][N:6]3[C:5]=12. The catalyst class is: 33. (6) Reactant: C(=O)([O-])[O-].[Cs+].[Cs+].[Cl:7][C:8]1[CH:20]=[CH:19][C:11]([N:12]([CH2:16][CH2:17]I)[CH2:13][CH2:14]I)=[CH:10][CH:9]=1.[Br:21][C:22]1[CH:30]=[C:29]2[C:25]([CH2:26][C:27](=[O:38])[N:28]2C(OC(C)(C)C)=O)=[CH:24][CH:23]=1. Product: [Br:21][C:22]1[CH:30]=[C:29]2[NH:28][C:27](=[O:38])[C:26]3([CH2:17][CH2:16][N:12]([C:11]4[CH:19]=[CH:20][C:8]([Cl:7])=[CH:9][CH:10]=4)[CH2:13][CH2:14]3)[C:25]2=[CH:24][CH:23]=1. The catalyst class is: 18. (7) Reactant: [Cl:1][C:2]1[CH:7]=[CH:6][C:5]([C:8]2[N:9]=[C:10]([CH2:13][CH2:14][CH3:15])[O:11][CH:12]=2)=[CH:4][CH:3]=1.C1C(=O)N([Br:23])C(=O)C1. Product: [Br:23][C:12]1[O:11][C:10]([CH2:13][CH2:14][CH3:15])=[N:9][C:8]=1[C:5]1[CH:4]=[CH:3][C:2]([Cl:1])=[CH:7][CH:6]=1. The catalyst class is: 52.